This data is from Reaction yield outcomes from USPTO patents with 853,638 reactions. The task is: Predict the reaction yield, written as a fraction of the theoretical maximum amount of product (1.0 means a 100% yield; for example, 0.34 means a 34% yield). (1) The reactants are FC(F)(F)S(O[C:7]1[CH:12]=[CH:11][C:10]([C@@H:13]2[C@@H:16]([CH2:17][CH2:18][C@@H:19]([C:21]3[CH:26]=[CH:25][C:24]([F:27])=[CH:23][CH:22]=3)[OH:20])[C:15](=[O:28])[N:14]2[C:29]2[CH:34]=[CH:33][C:32]([F:35])=[CH:31][CH:30]=2)=[CH:9][CH:8]=1)(=O)=O.C(=O)([O-])[O-].[K+].[K+].[OH:44][C:45]1[CH:50]=[CH:49][C:48](B(O)O)=[CH:47][CH:46]=1. The catalyst is C1(C)C=CC=CC=1.C(O)C.O.C1C=CC([P]([Pd]([P](C2C=CC=CC=2)(C2C=CC=CC=2)C2C=CC=CC=2)([P](C2C=CC=CC=2)(C2C=CC=CC=2)C2C=CC=CC=2)[P](C2C=CC=CC=2)(C2C=CC=CC=2)C2C=CC=CC=2)(C2C=CC=CC=2)C2C=CC=CC=2)=CC=1. The product is [F:35][C:32]1[CH:31]=[CH:30][C:29]([N:14]2[C@H:13]([C:10]3[CH:11]=[CH:12][C:7]([C:48]4[CH:49]=[CH:50][C:45]([OH:44])=[CH:46][CH:47]=4)=[CH:8][CH:9]=3)[C@@H:16]([CH2:17][CH2:18][C@@H:19]([C:21]3[CH:22]=[CH:23][C:24]([F:27])=[CH:25][CH:26]=3)[OH:20])[C:15]2=[O:28])=[CH:34][CH:33]=1. The yield is 0.770. (2) The reactants are O.[OH-].[Li+].[Br:4][C:5]1[CH:14]=[C:13]([C:15]([NH:17][CH2:18][C:19]2[CH:24]=[CH:23][CH:22]=[C:21]([OH:25])[CH:20]=2)=[O:16])[CH:12]=[CH:11][C:6]=1[C:7]([O:9]C)=[O:8]. The catalyst is O.O1CCCC1.CO. The product is [Br:4][C:5]1[CH:14]=[C:13]([C:15]([NH:17][CH2:18][C:19]2[CH:24]=[CH:23][CH:22]=[C:21]([OH:25])[CH:20]=2)=[O:16])[CH:12]=[CH:11][C:6]=1[C:7]([OH:9])=[O:8]. The yield is 1.00. (3) The yield is 0.210. The reactants are C(=O)([O-])[O-].[K+].[K+].[OH:7][C:8]1[CH:9]=[C:10]([CH:15]=[C:16]([OH:18])[CH:17]=1)[C:11]([O:13][CH3:14])=[O:12].[CH2:19](Br)[C:20]1[CH:25]=[CH:24][CH:23]=[CH:22][CH:21]=1. The catalyst is CN(C=O)C. The product is [CH2:19]([O:7][C:8]1[CH:9]=[C:10]([CH:15]=[C:16]([OH:18])[CH:17]=1)[C:11]([O:13][CH3:14])=[O:12])[C:20]1[CH:25]=[CH:24][CH:23]=[CH:22][CH:21]=1. (4) The reactants are [NH2:1][C:2]1[CH:10]=[C:9]2[C:5]([C:6](O)([C:12]([F:15])([F:14])[F:13])[C:7](=O)[NH:8]2)=[CH:4][CH:3]=1.B.C1COCC1. The catalyst is C1COCC1.CN(C=O)C. The product is [F:15][C:12]([F:13])([F:14])[C:6]1[C:5]2[C:9](=[CH:10][C:2]([NH2:1])=[CH:3][CH:4]=2)[NH:8][CH:7]=1. The yield is 0.540. (5) The reactants are [C:1]([NH:5][C:6]1[CH:7]=[C:8]([CH:13]=[CH:14][N:15]=1)[C:9]([O:11]C)=[O:10])(=[O:4])[CH2:2][CH3:3].[OH-].[Na+]. The catalyst is CO. The yield is 0.760. The product is [C:1]([NH:5][C:6]1[CH:7]=[C:8]([CH:13]=[CH:14][N:15]=1)[C:9]([OH:11])=[O:10])(=[O:4])[CH2:2][CH3:3]. (6) The reactants are C([O:8][C:9]1[CH:10]=[C:11]2[C:15](=[CH:16][CH:17]=1)[NH:14][C:13]([CH2:18][CH2:19][C:20]([O:22][CH3:23])=[O:21])=[CH:12]2)C1C=CC=CC=1. The catalyst is C(O)C.[Pd]. The product is [OH:8][C:9]1[CH:10]=[C:11]2[C:15](=[CH:16][CH:17]=1)[NH:14][C:13]([CH2:18][CH2:19][C:20]([O:22][CH3:23])=[O:21])=[CH:12]2. The yield is 0.900. (7) The reactants are BrC1C=CC(Cl)=C(C=1)[C:7](O)=[O:8].[OH-:12].[K+].C(P(C(C)(C)C)[C:19]1[CH:24]=[CH:23][CH:22]=[CH:21][C:20]=1[C:25]1C(C(C)C)=CC(C(C)C)=CC=1C(C)C)(C)(C)C.[ClH:44].C[Si](C=[N+]=[N-])(C)C.C(O)(=[O:54])C. The catalyst is C1C=CC(/C=C/C(/C=C/C2C=CC=CC=2)=O)=CC=1.C1C=CC(/C=C/C(/C=C/C2C=CC=CC=2)=O)=CC=1.C1C=CC(/C=C/C(/C=C/C2C=CC=CC=2)=O)=CC=1.[Pd].[Pd]. The product is [Cl:44][C:19]1[CH:24]=[CH:23][C:22]([OH:54])=[CH:21][C:20]=1[C:25]([O:8][CH3:7])=[O:12]. The yield is 0.679. (8) The reactants are [C:1]1([C:15]2[CH:20]=[CH:19][CH:18]=[CH:17][CH:16]=2)[CH:6]=[CH:5][CH:4]=[C:3]([C:7](OC)=[O:8])[C:2]=1[C:11](OC)=[O:12].O.[NH2:22][NH2:23].Cl. No catalyst specified. The product is [C:15]1([C:1]2[CH:6]=[CH:5][CH:4]=[C:3]3[C:2]=2[C:11]([OH:12])=[N:22][N:23]=[C:7]3[OH:8])[CH:20]=[CH:19][CH:18]=[CH:17][CH:16]=1. The yield is 0.850. (9) The reactants are C(OC(=O)[NH:7][C@@H:8]([C:15]1[N:24]2[N:25]=[C:26]([NH2:28])[N:27]=[C:23]2[C:22]2[CH:21]=[CH:20][CH:19]=[CH:18][C:17]=2[N:16]=1)[C:9]1[CH:14]=[CH:13][CH:12]=[CH:11][CH:10]=1)(C)(C)C.FC(F)(F)C(O)=O. The catalyst is ClCCl. The product is [NH2:7][C@H:8]([C:9]1[CH:14]=[CH:13][CH:12]=[CH:11][CH:10]=1)[C:15]1[N:24]2[N:25]=[C:26]([NH2:28])[N:27]=[C:23]2[C:22]2[CH:21]=[CH:20][CH:19]=[CH:18][C:17]=2[N:16]=1. The yield is 0.650.